From a dataset of Peptide-MHC class II binding affinity with 134,281 pairs from IEDB. Regression. Given a peptide amino acid sequence and an MHC pseudo amino acid sequence, predict their binding affinity value. This is MHC class II binding data. (1) The peptide sequence is GELQIVDKIDAAFMI. The MHC is DRB1_0404 with pseudo-sequence DRB1_0404. The binding affinity (normalized) is 0.342. (2) The peptide sequence is KESWGAIWRIDTP. The MHC is DRB1_1101 with pseudo-sequence DRB1_1101. The binding affinity (normalized) is 0.597. (3) The peptide sequence is PFPQPQQPFCQQPQR. The MHC is HLA-DPA10201-DPB10501 with pseudo-sequence HLA-DPA10201-DPB10501. The binding affinity (normalized) is 0. (4) The peptide sequence is LAARTLLAAADELVG. The MHC is DRB5_0101 with pseudo-sequence DRB5_0101. The binding affinity (normalized) is 0.171. (5) The peptide sequence is GCWGQVTLTVTVTAATLL. The MHC is DRB1_0405 with pseudo-sequence DRB1_0405. The binding affinity (normalized) is 0.0922.